Dataset: Forward reaction prediction with 1.9M reactions from USPTO patents (1976-2016). Task: Predict the product of the given reaction. (1) Given the reactants Cl[C:2]1[N:10]=[CH:9][N:8]=[C:7]2[C:3]=1[N:4]=[C:5]([C:18]1[CH:23]=[CH:22][CH:21]=[CH:20][C:19]=1[Cl:24])[N:6]2[C:11]1[CH:16]=[CH:15][C:14]([Cl:17])=[CH:13][CH:12]=1.[C:25]1([C:31]2([C:37](=[O:39])[CH3:38])[CH2:36][CH2:35][NH:34][CH2:33][CH2:32]2)[CH:30]=[CH:29][CH:28]=[CH:27][CH:26]=1.C(N(CC)CC)C, predict the reaction product. The product is: [Cl:17][C:14]1[CH:15]=[CH:16][C:11]([N:6]2[C:5]([C:18]3[CH:23]=[CH:22][CH:21]=[CH:20][C:19]=3[Cl:24])=[N:4][C:3]3[C:7]2=[N:8][CH:9]=[N:10][C:2]=3[N:34]2[CH2:35][CH2:36][C:31]([C:37](=[O:39])[CH3:38])([C:25]3[CH:26]=[CH:27][CH:28]=[CH:29][CH:30]=3)[CH2:32][CH2:33]2)=[CH:12][CH:13]=1. (2) Given the reactants [OH:1][C:2]1[CH:11]=[C:10]2[C:5]([C:6](=O)[C:7]([C:12]3[CH:17]=[CH:16][CH:15]=[CH:14][CH:13]=3)=[CH:8][O:9]2)=[CH:4][CH:3]=1.O.[NH2:20][NH2:21], predict the reaction product. The product is: [C:12]1([C:7]2[C:6]([C:5]3[CH:4]=[CH:3][C:2]([OH:1])=[CH:11][C:10]=3[OH:9])=[N:20][NH:21][CH:8]=2)[CH:17]=[CH:16][CH:15]=[CH:14][CH:13]=1.